Dataset: TCR-epitope binding with 47,182 pairs between 192 epitopes and 23,139 TCRs. Task: Binary Classification. Given a T-cell receptor sequence (or CDR3 region) and an epitope sequence, predict whether binding occurs between them. (1) The epitope is FLYNLLTRV. The TCR CDR3 sequence is CASSYGDMAYNEQFF. Result: 1 (the TCR binds to the epitope). (2) The epitope is QVPLRPMTYK. The TCR CDR3 sequence is CASSMGLAGSDEQFF. Result: 0 (the TCR does not bind to the epitope). (3) The epitope is KMQRMLLEK. The TCR CDR3 sequence is CASSYSSVGLYEQYF. Result: 1 (the TCR binds to the epitope). (4) The epitope is HPKVSSEVHI. The TCR CDR3 sequence is CASSLGVRETQYF. Result: 0 (the TCR does not bind to the epitope). (5) The epitope is TLIGDCATV. The TCR CDR3 sequence is CASRLSGTTYEQYF. Result: 1 (the TCR binds to the epitope). (6) The epitope is ILGLPTQTV. The TCR CDR3 sequence is CASSLTQGWYNEQFF. Result: 0 (the TCR does not bind to the epitope).